This data is from Full USPTO retrosynthesis dataset with 1.9M reactions from patents (1976-2016). The task is: Predict the reactants needed to synthesize the given product. (1) Given the product [NH2:9][C:8]1([CH2:2][OH:20])[CH2:7][CH2:6][CH2:4][CH2:3]1.[ClH:31].[NH2:19][C:18]1([CH2:13][Cl:31])[CH2:17][CH2:16][CH2:15][CH2:14]1, predict the reactants needed to synthesize it. The reactants are: C[C:2]1[CH:3]=[C:4]([CH:6]=[CH:7][C:8]=1[N+:9]([O-])=O)N.C[C:13]1[CH:14]=[C:15](N=C=S)[CH:16]=[CH:17][C:18]=1[N+:19]([O-])=[O:20].OCCN.O=S(Cl)[Cl:31]. (2) The reactants are: [N:1]([C:4]1[CH:5]=[CH:6][C:7]([CH3:23])=[C:8]([C:10]2[C:11](=[O:22])[N:12]([CH3:21])[C:13]3[C:18]([CH:19]=2)=[CH:17][N:16]=[C:15]([CH3:20])[CH:14]=3)[CH:9]=1)=[C:2]=[S:3].[C:24]([NH:32][NH2:33])(=[O:31])[C:25]1[CH:30]=[CH:29][CH:28]=[CH:27][CH:26]=1. Given the product [C:24]([NH:32][NH:33][C:2](=[S:3])[NH:1][C:4]1[CH:5]=[CH:6][C:7]([CH3:23])=[C:8]([C:10]2[C:11](=[O:22])[N:12]([CH3:21])[C:13]3[C:18]([CH:19]=2)=[CH:17][N:16]=[C:15]([CH3:20])[CH:14]=3)[CH:9]=1)(=[O:31])[C:25]1[CH:30]=[CH:29][CH:28]=[CH:27][CH:26]=1, predict the reactants needed to synthesize it. (3) Given the product [CH3:3][O:4][C:5]([C:7]1[S:8][C:9]([CH2:12][CH2:13][CH2:14][C@H:15]2[C@H:19]([Cl:20])[CH2:18][C@@H:17]([O:21][CH:22]3[CH2:27][CH2:26][CH2:25][CH2:24][O:23]3)[C@@H:16]2/[CH:28]=[CH:29]/[CH:30]([OH:36])[CH2:31][CH2:32][CH2:33][CH2:34][CH3:35])=[CH:10][CH:11]=1)=[O:6], predict the reactants needed to synthesize it. The reactants are: [BH4-].[Na+].[CH3:3][O:4][C:5]([C:7]1[S:8][C:9]([CH2:12][CH2:13][CH2:14][C@H:15]2[C@H:19]([Cl:20])[CH2:18][C@@H:17]([O:21][CH:22]3[CH2:27][CH2:26][CH2:25][CH2:24][O:23]3)[C@@H:16]2/[CH:28]=[CH:29]/[C:30](=[O:36])[CH2:31][CH2:32][CH2:33][CH2:34][CH3:35])=[CH:10][CH:11]=1)=[O:6]. (4) Given the product [C:1]([O:5][C:6]([NH:8][NH:9][C:10](=[S:31])[C:11]1[CH:16]=[CH:15][C:14]([N+:17]([O-:19])=[O:18])=[CH:13][C:12]=1[F:20])=[O:7])([CH3:4])([CH3:3])[CH3:2], predict the reactants needed to synthesize it. The reactants are: [C:1]([O:5][C:6]([NH:8][NH:9][C:10](=O)[C:11]1[CH:16]=[CH:15][C:14]([N+:17]([O-:19])=[O:18])=[CH:13][C:12]=1[F:20])=[O:7])([CH3:4])([CH3:3])[CH3:2].COC1C=CC(P2(SP(C3C=CC(OC)=CC=3)(=S)S2)=[S:31])=CC=1. (5) Given the product [CH3:8][O:9][C:10]1[CH:11]=[C:12]([NH:13][C:5]([CH3:6])=[CH:4][C:1](=[O:3])[CH3:2])[CH:14]=[C:15]([C:17]([F:18])([F:20])[F:19])[CH:16]=1, predict the reactants needed to synthesize it. The reactants are: [C:1]([CH2:4][C:5](=O)[CH3:6])(=[O:3])[CH3:2].[CH3:8][O:9][C:10]1[CH:11]=[C:12]([CH:14]=[C:15]([C:17]([F:20])([F:19])[F:18])[CH:16]=1)[NH2:13].C1(C)C=CC(S(O)(=O)=O)=CC=1. (6) Given the product [CH2:9]([O:8][C:1]([C@H:2]1[C@H:3]([C:4]([OH:6])=[O:5])[CH2:26][N:25]([CH2:18][C:19]2[CH:24]=[CH:23][CH:22]=[CH:21][CH:20]=2)[CH2:12]1)=[O:7])[CH3:10], predict the reactants needed to synthesize it. The reactants are: [C:1]([O:8][CH2:9][CH3:10])(=[O:7])/[CH:2]=[CH:3]/[C:4]([O-:6])=[O:5].F[C:12](F)(F)C(O)=O.[CH2:18]([N:25]([Si](C)(C)C)[CH2:26]OC)[C:19]1[CH:24]=[CH:23][CH:22]=[CH:21][CH:20]=1.